From a dataset of Full USPTO retrosynthesis dataset with 1.9M reactions from patents (1976-2016). Predict the reactants needed to synthesize the given product. Given the product [NH2:17][C:14]1[CH:15]=[CH:16][C:11]([N:10]([CH2:8][CH3:9])[C:24]([C@@H:23]2[CH2:27][CH2:28][CH2:29][N:22]2[CH3:21])=[O:26])=[CH:12][C:13]=1[N+:18]([O-:20])=[O:19], predict the reactants needed to synthesize it. The reactants are: C(N(CC)CC)C.[CH2:8]([NH:10][C:11]1[CH:16]=[CH:15][C:14]([NH2:17])=[C:13]([N+:18]([O-:20])=[O:19])[CH:12]=1)[CH3:9].[CH3:21][N:22]1[CH2:29][CH2:28][CH2:27][C@H:23]1[C:24]([OH:26])=O.CCOP(ON1N=NC2C=CC=CC=2C1=O)(OCC)=O.